Dataset: Peptide-MHC class II binding affinity with 134,281 pairs from IEDB. Task: Regression. Given a peptide amino acid sequence and an MHC pseudo amino acid sequence, predict their binding affinity value. This is MHC class II binding data. (1) The peptide sequence is SNGEIEDVQTDIPSE. The MHC is DRB3_0301 with pseudo-sequence DRB3_0301. The binding affinity (normalized) is 0.454. (2) The peptide sequence is VKEIPPRLLYAKSSP. The MHC is HLA-DPA10301-DPB10402 with pseudo-sequence HLA-DPA10301-DPB10402. The binding affinity (normalized) is 0.354. (3) The peptide sequence is DVYYTSAFVFPTKDV. The MHC is DRB1_0101 with pseudo-sequence DRB1_0101. The binding affinity (normalized) is 0.657. (4) The peptide sequence is TAAATAPADDKFTVF. The MHC is HLA-DQA10101-DQB10501 with pseudo-sequence HLA-DQA10101-DQB10501. The binding affinity (normalized) is 0. (5) The peptide sequence is LECFVRSTPASFEKK. The MHC is DRB5_0101 with pseudo-sequence DRB5_0101. The binding affinity (normalized) is 0.935. (6) The peptide sequence is GKAKGSRAIWYMWLG. The MHC is DRB1_1101 with pseudo-sequence DRB1_1101. The binding affinity (normalized) is 0.671. (7) The peptide sequence is LIEKINAGFKAAVAA. The MHC is DRB1_0802 with pseudo-sequence DRB1_0802. The binding affinity (normalized) is 0.461. (8) The peptide sequence is VFGNCEGVKIIGISI. The MHC is HLA-DPA10201-DPB10501 with pseudo-sequence HLA-DPA10201-DPB10501. The binding affinity (normalized) is 0.197.